From a dataset of Forward reaction prediction with 1.9M reactions from USPTO patents (1976-2016). Predict the product of the given reaction. (1) Given the reactants [F:1][C:2]1[CH:3]=[C:4]([CH:28]=[CH:29][C:30]=1[F:31])[C:5]([N:7]1[CH2:20][C:19]([CH3:22])([CH3:21])[C:18]2[C:17]3[CH:16]=[CH:15][CH:14]=[CH:13][C:12]=3[NH:11][C:10]=2[CH:9]([C:23](OCC)=[O:24])[CH2:8]1)=[O:6].[CH:32]1([NH-])[CH2:35][CH2:34][CH2:33]1.C1N=C[N:39](C(N2C=NC=C2)=O)C=1.C1(N)CCC1, predict the reaction product. The product is: [CH:32]1([CH:20]2[N:7]([C:5](=[O:6])[C:4]3[CH:28]=[CH:29][C:30]([F:31])=[C:2]([F:1])[CH:3]=3)[CH:8]=[C:9]([C:23]([NH2:39])=[O:24])[C:10]3[NH:11][C:12]4[CH:13]=[CH:14][CH:15]=[CH:16][C:17]=4[C:18]=3[C:19]2([CH3:21])[CH3:22])[CH2:35][CH2:34][CH2:33]1. (2) The product is: [CH:24]([C@H:27]1[CH2:32][CH2:31][C@H:30]([NH:33][CH2:1][C:3]2[C:12]3[C:7](=[CH:8][CH:9]=[CH:10][CH:11]=3)[C:6]([O:13][C:14]3[CH:22]=[CH:21][C:17]([C:18]([NH2:20])=[O:19])=[CH:16][N:15]=3)=[CH:5][N:4]=2)[CH2:29][CH2:28]1)([CH3:26])[CH3:25]. Given the reactants [CH:1]([C:3]1[C:12]2[C:7](=[CH:8][CH:9]=[CH:10][CH:11]=2)[C:6]([O:13][C:14]2[CH:22]=[CH:21][C:17]([C:18]([NH2:20])=[O:19])=[CH:16][N:15]=2)=[CH:5][N:4]=1)=O.Cl.[CH:24]([C@H:27]1[CH2:32][CH2:31][C@H:30]([NH2:33])[CH2:29][CH2:28]1)([CH3:26])[CH3:25].C(O)(=O)C.[BH-](OC(C)=O)(OC(C)=O)OC(C)=O.[Na+], predict the reaction product. (3) Given the reactants I[C:2]1[CH:7]=[CH:6][C:5]([S:8]([NH:11][C:12]2[S:13][CH:14]=[CH:15][N:16]=2)(=[O:10])=[O:9])=[CH:4][CH:3]=1.Cl.[Cl:18][C:19]1[CH:20]=[C:21]([CH:29]=[CH:30][CH:31]=1)[O:22][CH2:23][C@@H:24]1[CH2:28][CH2:27][CH2:26][NH:25]1.[C:32](=O)([O-])[O-:33].[Na+].[Na+].O, predict the reaction product. The product is: [Cl:18][C:19]1[CH:20]=[C:21]([CH:29]=[CH:30][CH:31]=1)[O:22][CH2:23][C@@H:24]1[CH2:28][CH2:27][CH2:26][N:25]1[C:32]([C:2]1[CH:7]=[CH:6][C:5]([S:8]([NH:11][C:12]2[S:13][CH:14]=[CH:15][N:16]=2)(=[O:10])=[O:9])=[CH:4][CH:3]=1)=[O:33]. (4) Given the reactants [Cl:1][C:2]1[C:3](Cl)=[C:4]([C:16]([Cl:19])=[CH:17][N:18]=1)[C:5]([NH:7][C:8](=[NH:15])[C:9]1[CH:14]=[CH:13][N:12]=[CH:11][CH:10]=1)=[O:6].ClC1C(Cl)=C(C(Cl)=CN=1)C(O)=O.Cl.N1C=CC(C(=N)N)=CC=1.CN(C(ON1N=NC2C=CC=NC1=2)=[N+](C)C)C.F[P-](F)(F)(F)(F)F.CCN(C(C)C)C(C)C, predict the reaction product. The product is: [Cl:19][C:16]1[C:4]2[C:5](=[O:6])[NH:7][C:8]([C:9]3[CH:14]=[CH:13][N:12]=[CH:11][CH:10]=3)=[N:15][C:3]=2[C:2]([Cl:1])=[N:18][CH:17]=1. (5) Given the reactants [Cl:1][C:2]1[CH:19]=[CH:18][C:17]([N+:20]([O-])=O)=[CH:16][C:3]=1[C:4]([NH:6][C:7]1[CH:12]=[CH:11][CH:10]=[CH:9][C:8]=1[N+:13]([O-])=O)=O, predict the reaction product. The product is: [NH:6]1[C:7]2[CH:12]=[CH:11][CH:10]=[CH:9][C:8]=2[N:13]=[C:4]1[C:3]1[CH:16]=[C:17]([NH2:20])[CH:18]=[CH:19][C:2]=1[Cl:1].